Dataset: Reaction yield outcomes from USPTO patents with 853,638 reactions. Task: Predict the reaction yield, written as a fraction of the theoretical maximum amount of product (1.0 means a 100% yield; for example, 0.34 means a 34% yield). (1) The reactants are Br[CH:2]1[CH2:11][CH2:10][CH2:9][C:8]2[N:7]=[CH:6][CH:5]=[N:4][C:3]1=2.[N-:12]=[N+:13]=[N-:14].[Na+].O. The catalyst is CN(C=O)C. The product is [N:12]([CH:2]1[CH2:11][CH2:10][CH2:9][C:8]2[N:7]=[CH:6][CH:5]=[N:4][C:3]1=2)=[N+:13]=[N-:14]. The yield is 0.970. (2) The reactants are [Cl:1][C:2]1[N:7]=[CH:6][C:5]([NH:8][CH3:9])=[C:4]([C:10]2[CH:15]=[CH:14][C:13]([F:16])=[CH:12][C:11]=2[O:17][CH3:18])[CH:3]=1.[CH3:19][S:20]([C:23]1[CH:24]=[C:25]([CH:29]=[C:30]([C:32]([F:35])([F:34])[F:33])[CH:31]=1)[C:26]([OH:28])=O)(=[O:22])=[O:21]. No catalyst specified. The product is [Cl:1][C:2]1[N:7]=[CH:6][C:5]([N:8]([CH3:9])[C:26](=[O:28])[C:25]2[CH:29]=[C:30]([C:32]([F:35])([F:34])[F:33])[CH:31]=[C:23]([S:20]([CH3:19])(=[O:21])=[O:22])[CH:24]=2)=[C:4]([C:10]2[CH:15]=[CH:14][C:13]([F:16])=[CH:12][C:11]=2[O:17][CH3:18])[CH:3]=1. The yield is 0.610. (3) The yield is 0.490. The reactants are [CH3:1][O:2][C:3](=[O:12])[C:4]1[CH:9]=[CH:8][C:7]([NH:10][CH3:11])=[CH:6][CH:5]=1.[C:13](=[O:19])=[N:14][S:15](Cl)(=[O:17])=[O:16].[Cl-].[Cl-].[Cl-].[Al+3]. The catalyst is [N+](C)([O-])=O. The product is [CH3:1][O:2][C:3]([C:4]1[CH:9]=[CH:8][C:7]2[N:10]([CH3:11])[C:13](=[O:19])[NH:14][S:15](=[O:17])(=[O:16])[C:6]=2[CH:5]=1)=[O:12]. (4) The yield is 0.200. The product is [CH3:15][O:14][C:8]1[CH:7]=[C:6]([CH:11]=[CH:10][CH:9]=1)[C:5]([OH:16])=[O:4]. The reactants are [OH-].[Na+].C[O:4][C:5](=[O:16])[C:6]1[CH:11]=[CH:10][C:9](CN)=[C:8]([O:14][CH3:15])[CH:7]=1.Cl.CCN(CC)CC.C1C2C(COC(ON3C(=O)CCC3=O)=O)C3C(=CC=CC=3)C=2C=CC=1. The catalyst is CO.CC#N. (5) The yield is 0.658. The reactants are Br[C:2]1[CH:7]=[CH:6][C:5]([NH:8][CH:9]2[CH2:14][CH2:13][N:12]([C:15]([O:17][C:18]([CH3:21])([CH3:20])[CH3:19])=[O:16])[CH2:11][CH2:10]2)=[CH:4][CH:3]=1.[CH3:22][C:23]1([CH3:39])[C:27]([CH3:29])([CH3:28])[O:26][B:25]([B:25]2[O:26][C:27]([CH3:29])([CH3:28])[C:23]([CH3:39])([CH3:22])[O:24]2)[O:24]1.C([O-])(=O)C.[K+].C(Cl)Cl. The product is [CH3:22][C:23]1([CH3:39])[C:27]([CH3:29])([CH3:28])[O:26][B:25]([C:2]2[CH:7]=[CH:6][C:5]([NH:8][CH:9]3[CH2:14][CH2:13][N:12]([C:15]([O:17][C:18]([CH3:21])([CH3:20])[CH3:19])=[O:16])[CH2:11][CH2:10]3)=[CH:4][CH:3]=2)[O:24]1. The catalyst is O1CCOCC1.C1C=CC(P(C2C=CC=CC=2)[C-]2C=CC=C2)=CC=1.C1C=CC(P(C2C=CC=CC=2)[C-]2C=CC=C2)=CC=1.Cl[Pd]Cl.[Fe+2].